Dataset: NCI-60 drug combinations with 297,098 pairs across 59 cell lines. Task: Regression. Given two drug SMILES strings and cell line genomic features, predict the synergy score measuring deviation from expected non-interaction effect. (1) Drug 1: CC(C1=C(C=CC(=C1Cl)F)Cl)OC2=C(N=CC(=C2)C3=CN(N=C3)C4CCNCC4)N. Cell line: OVCAR-4. Synergy scores: CSS=-1.02, Synergy_ZIP=-0.724, Synergy_Bliss=-1.30, Synergy_Loewe=-1.99, Synergy_HSA=-2.06. Drug 2: C1=C(C(=O)NC(=O)N1)N(CCCl)CCCl. (2) Drug 1: CC1=C2C(C(=O)C3(C(CC4C(C3C(C(C2(C)C)(CC1OC(=O)C(C(C5=CC=CC=C5)NC(=O)OC(C)(C)C)O)O)OC(=O)C6=CC=CC=C6)(CO4)OC(=O)C)OC)C)OC. Drug 2: C1=CC(=C2C(=C1NCCNCCO)C(=O)C3=C(C=CC(=C3C2=O)O)O)NCCNCCO. Cell line: HOP-92. Synergy scores: CSS=49.2, Synergy_ZIP=-0.696, Synergy_Bliss=-0.196, Synergy_Loewe=5.83, Synergy_HSA=7.38. (3) Cell line: SN12C. Synergy scores: CSS=10.6, Synergy_ZIP=-2.16, Synergy_Bliss=1.86, Synergy_Loewe=2.97, Synergy_HSA=3.46. Drug 1: CC(C1=C(C=CC(=C1Cl)F)Cl)OC2=C(N=CC(=C2)C3=CN(N=C3)C4CCNCC4)N. Drug 2: CNC(=O)C1=CC=CC=C1SC2=CC3=C(C=C2)C(=NN3)C=CC4=CC=CC=N4. (4) Drug 1: CC12CCC3C(C1CCC2=O)CC(=C)C4=CC(=O)C=CC34C. Drug 2: CCN(CC)CCNC(=O)C1=C(NC(=C1C)C=C2C3=C(C=CC(=C3)F)NC2=O)C. Cell line: U251. Synergy scores: CSS=64.5, Synergy_ZIP=1.98, Synergy_Bliss=3.22, Synergy_Loewe=4.16, Synergy_HSA=4.08. (5) Drug 1: CCC1(CC2CC(C3=C(CCN(C2)C1)C4=CC=CC=C4N3)(C5=C(C=C6C(=C5)C78CCN9C7C(C=CC9)(C(C(C8N6C=O)(C(=O)OC)O)OC(=O)C)CC)OC)C(=O)OC)O.OS(=O)(=O)O. Drug 2: C#CCC(CC1=CN=C2C(=N1)C(=NC(=N2)N)N)C3=CC=C(C=C3)C(=O)NC(CCC(=O)O)C(=O)O. Cell line: NCI/ADR-RES. Synergy scores: CSS=12.4, Synergy_ZIP=-6.18, Synergy_Bliss=-7.27, Synergy_Loewe=-2.32, Synergy_HSA=-1.58.